Dataset: CYP2D6 inhibition data for predicting drug metabolism from PubChem BioAssay. Task: Regression/Classification. Given a drug SMILES string, predict its absorption, distribution, metabolism, or excretion properties. Task type varies by dataset: regression for continuous measurements (e.g., permeability, clearance, half-life) or binary classification for categorical outcomes (e.g., BBB penetration, CYP inhibition). Dataset: cyp2d6_veith. (1) The drug is NCc1ccccc1.O=C(O)NCc1ccccc1. The result is 1 (inhibitor). (2) The drug is Cc1ccc(C(=O)Nc2cccc(-c3cnc4ccccc4n3)c2)cc1. The result is 0 (non-inhibitor). (3) The compound is Oc1cc2c(cc1O)[C@H]1c3ccccc3CN[C@@H]1CC2. The result is 1 (inhibitor). (4) The drug is O=C(c1csnn1)N1CCC[C@@]2(CCN(Cc3nccs3)C2)C1. The result is 1 (inhibitor).